This data is from Reaction yield outcomes from USPTO patents with 853,638 reactions. The task is: Predict the reaction yield, written as a fraction of the theoretical maximum amount of product (1.0 means a 100% yield; for example, 0.34 means a 34% yield). (1) The reactants are [CH:1]([C:4]1[CH:9]=[CH:8][C:7]([CH:10]=[C:11]([CH3:17])[C:12](OCC)=[O:13])=[CH:6][CH:5]=1)([CH3:3])[CH3:2].[Cl-].[Ce+3].[Cl-].[Cl-].[H-].[Al+3].[Li+].[H-].[H-].[H-].O. The catalyst is O1CCCC1. The product is [CH:1]([C:4]1[CH:5]=[CH:6][C:7]([CH:10]=[C:11]([CH3:17])[CH2:12][OH:13])=[CH:8][CH:9]=1)([CH3:3])[CH3:2]. The yield is 0.860. (2) The yield is 0.160. The reactants are Cl[C:2]1[C:11]2[C:6](=[CH:7][C:8]([NH:14][CH2:15][CH2:16][N:17]3[CH2:22][CH2:21][O:20][CH2:19][CH2:18]3)=[C:9]([O:12][CH3:13])[CH:10]=2)[N:5]=[CH:4][CH:3]=1.[OH:23][C:24]1[C:25]([CH3:37])=[N:26][C:27]2[C:32]([C:33]=1C(O)=O)=[CH:31][CH:30]=[CH:29][CH:28]=2. The product is [CH3:13][O:12][C:9]1[CH:10]=[C:11]2[C:6](=[CH:7][C:8]=1[NH:14][CH2:15][CH2:16][N:17]1[CH2:22][CH2:21][O:20][CH2:19][CH2:18]1)[N:5]=[CH:4][CH:3]=[C:2]2[O:23][C:24]1[C:25]([CH3:37])=[N:26][C:27]2[C:32]([CH:33]=1)=[CH:31][CH:30]=[CH:29][CH:28]=2. The catalyst is CN(C)C1C=CN=CC=1.ClC1C=CC=CC=1Cl. (3) The yield is 0.900. The catalyst is C1(C)C=CC=CC=1. The reactants are [N+](=[C:3]([C:8]1[CH:17]=[CH:16][C:15]2[C:10](=[CH:11][CH:12]=[CH:13][CH:14]=2)[CH:9]=1)[C:4]([O:6][CH3:7])=[O:5])=[N-].[CH:18](/[C:22]1[CH:27]=[CH:26][CH:25]=[CH:24][CH:23]=1)=[CH:19]\[CH:20]=[CH2:21]. The product is [CH:9]1[C:10]2[C:15](=[CH:14][CH:13]=[CH:12][CH:11]=2)[CH:16]=[CH:17][C:8]=1[C:3]1([C:4]([O:6][CH3:7])=[O:5])[CH2:21][CH:20]1/[CH:19]=[CH:18]/[C:22]1[CH:27]=[CH:26][CH:25]=[CH:24][CH:23]=1. (4) No catalyst specified. The reactants are [NH2:1][C:2]1[C:3]2[N:4]([C:8]([C:18](=[O:20])[CH3:19])=[C:9]([C:11]3[CH:16]=[CH:15][C:14]([F:17])=[CH:13][CH:12]=3)[N:10]=2)[CH:5]=[CH:6][CH:7]=1.C(OCC)(=O)C.O.CO[CH:30](OC)[N:31]([CH3:33])[CH3:32]. The product is [CH3:30][N:31]([CH3:33])/[CH:32]=[CH:19]/[C:18]([C:8]1[N:4]2[CH:5]=[CH:6][CH:7]=[C:2]([N:1]=[CH:3][N:4]([CH3:8])[CH3:5])[C:3]2=[N:10][C:9]=1[C:11]1[CH:16]=[CH:15][C:14]([F:17])=[CH:13][CH:12]=1)=[O:20]. The yield is 0.620. (5) The reactants are [CH:1]([C:3]1[CH:12]=[CH:11][C:6]([C:7]([O:9][CH3:10])=[O:8])=[CH:5][CH:4]=1)=O.C([O-])(=O)C.[NH4+].[N+:18]([CH3:21])([O-:20])=[O:19]. No catalyst specified. The product is [N+:18]([CH:21]=[CH:1][C:3]1[CH:12]=[CH:11][C:6]([C:7]([O:9][CH3:10])=[O:8])=[CH:5][CH:4]=1)([O-:20])=[O:19]. The yield is 0.620. (6) The reactants are [NH2:1][C@@H:2]1[C:5](=[O:6])[NH:4][C@@H:3]1[CH2:7][N:8]1[N:12]=[C:11]([CH2:13][NH:14][C:15](=[N:36][C:37]([O:39][C:40]([CH3:43])([CH3:42])[CH3:41])=[O:38])[N:16]([CH2:24][CH:25]2[CH2:28][N:27]([C:29]([O:31][C:32]([CH3:35])([CH3:34])[CH3:33])=[O:30])[CH2:26]2)[C:17]([O:19][C:20]([CH3:23])([CH3:22])[CH3:21])=[O:18])[CH:10]=[N:9]1.[CH:44]([O:57][C:58]([C:60]1([O:63]/[N:64]=[C:65](/[C:69]2[N:70]=[C:71]([NH:74][C:75]([O:77][C:78]([CH3:81])([CH3:80])[CH3:79])=[O:76])[S:72][CH:73]=2)\[C:66](O)=[O:67])[CH2:62][CH2:61]1)=[O:59])([C:51]1[CH:56]=[CH:55][CH:54]=[CH:53][CH:52]=1)[C:45]1[CH:50]=[CH:49][CH:48]=[CH:47][CH:46]=1.CN(C(ON1N=NC2C=CC=NC1=2)=[N+](C)C)C.F[P-](F)(F)(F)(F)F.CCN(C(C)C)C(C)C. The catalyst is CN(C=O)C.C(Cl)Cl.CCOC(C)=O. The product is [CH:44]([O:57][C:58]([C:60]1([O:63]/[N:64]=[C:65](/[C:69]2[N:70]=[C:71]([NH:74][C:75]([O:77][C:78]([CH3:81])([CH3:80])[CH3:79])=[O:76])[S:72][CH:73]=2)\[C:66]([NH:1][C@@H:2]2[C:5](=[O:6])[NH:4][C@@H:3]2[CH2:7][N:8]2[N:12]=[C:11]([CH2:13][NH:14][C:15](=[N:36][C:37]([O:39][C:40]([CH3:43])([CH3:42])[CH3:41])=[O:38])[N:16]([CH2:24][CH:25]3[CH2:26][N:27]([C:29]([O:31][C:32]([CH3:34])([CH3:33])[CH3:35])=[O:30])[CH2:28]3)[C:17]([O:19][C:20]([CH3:23])([CH3:22])[CH3:21])=[O:18])[CH:10]=[N:9]2)=[O:67])[CH2:62][CH2:61]1)=[O:59])([C:51]1[CH:52]=[CH:53][CH:54]=[CH:55][CH:56]=1)[C:45]1[CH:50]=[CH:49][CH:48]=[CH:47][CH:46]=1. The yield is 0.580.